Regression. Given a peptide amino acid sequence and an MHC pseudo amino acid sequence, predict their binding affinity value. This is MHC class II binding data. From a dataset of Peptide-MHC class II binding affinity with 134,281 pairs from IEDB. (1) The peptide sequence is AIKAGTGGAYESYKF. The MHC is DRB4_0101 with pseudo-sequence DRB4_0103. The binding affinity (normalized) is 0.231. (2) The peptide sequence is FVVTGRVYCDPCRAG. The MHC is HLA-DQA10501-DQB10201 with pseudo-sequence HLA-DQA10501-DQB10201. The binding affinity (normalized) is 0.190.